From a dataset of Forward reaction prediction with 1.9M reactions from USPTO patents (1976-2016). Predict the product of the given reaction. (1) Given the reactants [Br:1][C:2]1[C:10]2[C:5](=[N:6][CH:7]=[C:8]([CH2:11][CH2:12][C:13]3[CH:18]=[C:17]([O:19][CH3:20])[CH:16]=[C:15]([O:21][CH3:22])[CH:14]=3)[N:9]=2)[NH:4][C:3]=1[C:23]1[CH:28]=[CH:27][C:26]([N:29]2[CH2:34][CH2:33][N:32]([CH3:35])[CH2:31][CH2:30]2)=[CH:25][CH:24]=1.[H-].[Na+].[CH3:38][Si:39]([CH3:46])([CH3:45])[CH2:40][CH2:41][O:42][CH2:43]Cl, predict the reaction product. The product is: [Br:1][C:2]1[C:10]2[C:5](=[N:6][CH:7]=[C:8]([CH2:11][CH2:12][C:13]3[CH:14]=[C:15]([O:21][CH3:22])[CH:16]=[C:17]([O:19][CH3:20])[CH:18]=3)[N:9]=2)[N:4]([CH2:43][O:42][CH2:41][CH2:40][Si:39]([CH3:46])([CH3:45])[CH3:38])[C:3]=1[C:23]1[CH:24]=[CH:25][C:26]([N:29]2[CH2:34][CH2:33][N:32]([CH3:35])[CH2:31][CH2:30]2)=[CH:27][CH:28]=1. (2) Given the reactants C1(C2N=CN(C3CCNCC3)C=2C2C=CN=CN=2)C=CC=CC=1.ClCC1N=CC=CN=1.F[C:33]1[CH:38]=[CH:37][C:36]([C:39]2[N:40]=[CH:41][N:42]([CH:51]3[CH2:56][CH2:55][N:54]([CH2:57][C:58]4[N:63]=[CH:62][CH:61]=[CH:60][N:59]=4)[CH2:53][CH2:52]3)[C:43]=2[C:44]2[CH:49]=[CH:48][N:47]=[C:46](N)[N:45]=2)=[CH:35][CH:34]=1, predict the reaction product. The product is: [C:36]1([C:39]2[N:40]=[CH:41][N:42]([CH:51]3[CH2:56][CH2:55][N:54]([CH2:57][C:58]4[N:63]=[CH:62][CH:61]=[CH:60][N:59]=4)[CH2:53][CH2:52]3)[C:43]=2[C:44]2[CH:49]=[CH:48][N:47]=[CH:46][N:45]=2)[CH:35]=[CH:34][CH:33]=[CH:38][CH:37]=1.